Dataset: Full USPTO retrosynthesis dataset with 1.9M reactions from patents (1976-2016). Task: Predict the reactants needed to synthesize the given product. (1) The reactants are: [N:1]1([C:11]2[CH:16]=[CH:15][C:14]([CH2:17][NH:18][C:19]([C:21]3[CH:26]=[C:25]([NH2:27])[N:24]=[CH:23][N:22]=3)=[O:20])=[CH:13][CH:12]=2)[C:10]2[C:5](=[CH:6][CH:7]=[CH:8][CH:9]=2)[CH2:4][CH2:3][CH2:2]1.[F:28][C:29]([F:46])([F:45])[C:30]1[CH:35]=[CH:34][C:33]([C:36]2[C:37]([C:42](Cl)=[O:43])=[CH:38][CH:39]=[CH:40][CH:41]=2)=[CH:32][CH:31]=1.C(N(CC)CC)C. Given the product [N:1]1([C:11]2[CH:12]=[CH:13][C:14]([CH2:17][NH:18][C:19]([C:21]3[CH:26]=[C:25]([NH:27][C:42]([C:37]4[C:36]([C:33]5[CH:34]=[CH:35][C:30]([C:29]([F:28])([F:45])[F:46])=[CH:31][CH:32]=5)=[CH:41][CH:40]=[CH:39][CH:38]=4)=[O:43])[N:24]=[CH:23][N:22]=3)=[O:20])=[CH:15][CH:16]=2)[C:10]2[C:5](=[CH:6][CH:7]=[CH:8][CH:9]=2)[CH2:4][CH2:3][CH2:2]1, predict the reactants needed to synthesize it. (2) Given the product [CH3:31][I:32].[CH2:1]([C:3]1[CH:8]=[N:7][C:6]([N:9]2[CH2:10][CH2:11][CH:12]([NH:15][C:16](=[O:30])[C@@H:17]([NH:22][C:23](=[O:29])[O:24][C:25]([CH3:27])([CH3:26])[CH3:28])[CH2:18][CH2:19][S:20][CH3:21])[CH2:13][CH2:14]2)=[N:5][CH:4]=1)[CH3:2], predict the reactants needed to synthesize it. The reactants are: [CH2:1]([C:3]1[CH:4]=[N:5][C:6]([N:9]2[CH2:14][CH2:13][CH:12]([NH:15][C:16](=[O:30])[C@@H:17]([NH:22][C:23](=[O:29])[O:24][C:25]([CH3:28])([CH3:27])[CH3:26])[CH2:18][CH2:19][S:20][CH3:21])[CH2:11][CH2:10]2)=[N:7][CH:8]=1)[CH3:2].[CH3:31][I:32]. (3) Given the product [F:18][CH2:17][CH2:16][O:15][C:13]1[CH:14]=[C:9]([C@@H:8]([NH:19][C:20]([C@@H:22]2[CH2:27][CH2:26][CH2:25][N:24]([C:28](=[O:44])[CH2:29][CH2:30][CH:31]3[CH2:32][CH2:33][NH:34][CH2:35][CH2:36]3)[CH2:23]2)=[O:21])[CH2:7][C:6]([OH:45])=[O:5])[CH:10]=[N:11][CH:12]=1, predict the reactants needed to synthesize it. The reactants are: C([O:5][C:6](=[O:45])[CH2:7][C@H:8]([NH:19][C:20]([C@@H:22]1[CH2:27][CH2:26][CH2:25][N:24]([C:28](=[O:44])[CH2:29][CH2:30][CH:31]2[CH2:36][CH2:35][N:34](C(OC(C)(C)C)=O)[CH2:33][CH2:32]2)[CH2:23]1)=[O:21])[C:9]1[CH:10]=[N:11][CH:12]=[C:13]([O:15][CH2:16][CH2:17][F:18])[CH:14]=1)(C)(C)C. (4) Given the product [ClH:29].[CH3:21][O:20][CH2:19][C:16]1[CH:17]=[C:18]2[C:13]([C:12](=[O:26])[N:11]3[CH2:27][CH2:28][NH:8][CH2:9][C@H:10]32)=[C:14]([C:22]([F:25])([F:23])[F:24])[CH:15]=1, predict the reactants needed to synthesize it. The reactants are: C(OC([N:8]1[CH2:28][CH2:27][N:11]2[C:12](=[O:26])[C:13]3[C:18]([C@@H:10]2[CH2:9]1)=[CH:17][C:16]([CH2:19][O:20][CH3:21])=[CH:15][C:14]=3[C:22]([F:25])([F:24])[F:23])=O)(C)(C)C.[ClH:29]. (5) The reactants are: C([N:8]1[CH2:13][C:12]([CH2:14][CH2:15][O:16][Si:17]([C:20]([CH3:23])([CH3:22])[CH3:21])([CH3:19])[CH3:18])=[CH:11][CH2:10][CH2:9]1)C1C=CC=CC=1.Cl[C:25]([O:27][CH2:28][C:29]1[CH:34]=[CH:33][CH:32]=[CH:31][CH:30]=1)=[O:26]. Given the product [CH2:28]([O:27][C:25]([N:8]1[CH2:13][C:12]([CH2:14][CH2:15][O:16][Si:17]([C:20]([CH3:23])([CH3:22])[CH3:21])([CH3:19])[CH3:18])=[CH:11][CH2:10][CH2:9]1)=[O:26])[C:29]1[CH:34]=[CH:33][CH:32]=[CH:31][CH:30]=1, predict the reactants needed to synthesize it. (6) Given the product [Br:1][C:2]1[CH:3]=[C:4]([C:9]2([CH2:16][F:24])[NH:14][C:13](=[O:15])[CH2:12][O:11][CH2:10]2)[C:5]([Cl:8])=[N:6][CH:7]=1, predict the reactants needed to synthesize it. The reactants are: [Br:1][C:2]1[CH:3]=[C:4]([C:9]2([CH2:16]O)[NH:14][C:13](=[O:15])[CH2:12][O:11][CH2:10]2)[C:5]([Cl:8])=[N:6][CH:7]=1.CCN(S(F)(F)[F:24])CC.C([O-])([O-])=O.[Na+].[Na+]. (7) The reactants are: [S:1]1[CH:5]=[C:4]([C:6]([Cl:8])=[O:7])[N:3]=[N:2]1.[NH2:9][C:10]1[C:19]2[C:14](=[CH:15][C:16]([O:22][CH3:23])=[C:17]([O:20][CH3:21])[CH:18]=2)[N:13]=[C:12]([N:24]2[CH2:29][CH2:28][NH:27][CH2:26][CH2:25]2)[N:11]=1. Given the product [ClH:8].[NH2:9][C:10]1[C:19]2[C:14](=[CH:15][C:16]([O:22][CH3:23])=[C:17]([O:20][CH3:21])[CH:18]=2)[N:13]=[C:12]([N:24]2[CH2:29][CH2:28][N:27]([C:6]([C:4]3[N:3]=[N:2][S:1][CH:5]=3)=[O:7])[CH2:26][CH2:25]2)[N:11]=1, predict the reactants needed to synthesize it.